From a dataset of Catalyst prediction with 721,799 reactions and 888 catalyst types from USPTO. Predict which catalyst facilitates the given reaction. (1) Reactant: CN(C(ON1N=NC2C=CC=NC1=2)=[N+](C)C)C.F[P-](F)(F)(F)(F)F.[N:25]1[C:34]2[C:29](=[CH:30][C:31]([CH2:35][N:36]3[C:44]4[C:39](=[N:40][CH:41]=[C:42]([C:45]5[CH:53]=[CH:52][C:48]([C:49]([OH:51])=O)=[CH:47][CH:46]=5)[N:43]=4)[N:38]=[N:37]3)=[CH:32][CH:33]=2)[CH:28]=[CH:27][CH:26]=1.[CH3:54][N:55]([CH3:60])[CH2:56][CH2:57][NH:58][CH3:59].C(N(CC)CC)C. Product: [CH3:54][N:55]([CH3:60])[CH2:56][CH2:57][N:58]([CH3:59])[C:49](=[O:51])[C:48]1[CH:47]=[CH:46][C:45]([C:42]2[N:43]=[C:44]3[N:36]([CH2:35][C:31]4[CH:30]=[C:29]5[C:34](=[CH:33][CH:32]=4)[N:25]=[CH:26][CH:27]=[CH:28]5)[N:37]=[N:38][C:39]3=[N:40][CH:41]=2)=[CH:53][CH:52]=1. The catalyst class is: 3. (2) Reactant: [NH2:1][C:2]1[CH:12]=[CH:11][CH:10]=[CH:9][C:3]=1[O:4][CH2:5][CH2:6][C:7]#[N:8].C(O)(=O)C.[N:17]([O-])=O.[Na+].[CH3:21][O:22][C:23](=[O:29])[CH:24]([Cl:28])C(C)=O. Product: [Cl:28][C:24](=[N:17][NH:1][C:2]1[CH:12]=[CH:11][CH:10]=[CH:9][C:3]=1[O:4][CH2:5][CH2:6][C:7]#[N:8])[C:23]([O:22][CH3:21])=[O:29]. The catalyst class is: 126. (3) Reactant: Cl[C:2]1[N:3]=[CH:4][C:5]2[N:11]([CH3:12])[C:10](=[O:13])[C:9]([CH3:15])([CH3:14])[CH2:8][N:7]([CH:16]3[CH2:20][CH2:19][CH2:18][CH2:17]3)[C:6]=2[N:21]=1.[NH2:22][C:23]1[CH:31]=[CH:30][C:26]([C:27]([OH:29])=[O:28])=[CH:25][C:24]=1[CH3:32].C(O)C. Product: [CH:16]1([N:7]2[CH2:8][C:9]([CH3:15])([CH3:14])[C:10](=[O:13])[N:11]([CH3:12])[C:5]3[CH:4]=[N:3][C:2]([NH:22][C:23]4[CH:31]=[CH:30][C:26]([C:27]([OH:29])=[O:28])=[CH:25][C:24]=4[CH3:32])=[N:21][C:6]2=3)[CH2:20][CH2:19][CH2:18][CH2:17]1. The catalyst class is: 126. (4) Reactant: [Cl:1][C:2]1[C:7]([CH:8]=O)=[C:6]([O:10][CH3:11])[N:5]=[C:4]([O:12][CH3:13])[N:3]=1.[CH:14]1([C:17]2[CH:21]=[C:20]([NH2:22])[N:19]([CH2:23][CH3:24])[N:18]=2)[CH2:16][CH2:15]1.[BH4-].[Na+]. Product: [Cl:1][C:2]1[C:7]([CH2:8][NH:22][C:20]2[N:19]([CH2:23][CH3:24])[N:18]=[C:17]([CH:14]3[CH2:16][CH2:15]3)[CH:21]=2)=[C:6]([O:10][CH3:11])[N:5]=[C:4]([O:12][CH3:13])[N:3]=1. The catalyst class is: 1.